This data is from Reaction yield outcomes from USPTO patents with 853,638 reactions. The task is: Predict the reaction yield, written as a fraction of the theoretical maximum amount of product (1.0 means a 100% yield; for example, 0.34 means a 34% yield). (1) The reactants are [F:1][C:2]1[CH:7]=[CH:6][CH:5]=[C:4]([F:8])[C:3]=1[NH:9][C:10]([C:12]1[CH:13]=[C:14]([C:18]2[C:19]([CH3:29])=[CH:20][C:21]([O:24][CH2:25][C:26]([OH:28])=O)=[N:22][CH:23]=2)[N:15]([CH3:17])[N:16]=1)=[O:11].C1C=CC2N(O)N=[N:36]C=2C=1.N.CCN(C(C)C)C(C)C.CCN=C=NCCCN(C)C.Cl. The catalyst is C1COCC1.C(Cl)Cl. The product is [C:26]([CH2:25][O:24][C:21]1[N:22]=[CH:23][C:18]([C:14]2[N:15]([CH3:17])[N:16]=[C:12]([C:10]([NH:9][C:3]3[C:2]([F:1])=[CH:7][CH:6]=[CH:5][C:4]=3[F:8])=[O:11])[CH:13]=2)=[C:19]([CH3:29])[CH:20]=1)(=[O:28])[NH2:36]. The yield is 0.470. (2) The reactants are [Cl:1][C:2]1[N:3]=[C:4]([C@@H:15]([NH2:24])[C@H:16]([C:18]2[CH:23]=[CH:22][CH:21]=[CH:20][CH:19]=2)[CH3:17])[NH:5][C:6]=1[C:7]1[CH:12]=[CH:11][C:10]([I:13])=[CH:9][C:8]=1[F:14].[C:25]([O:29][C:30]([NH:32][C@H:33]([C:37]1[CH:42]=[CH:41][C:40]([O:43][CH2:44][CH2:45][O:46][C:47]([CH3:50])([CH3:49])[CH3:48])=[CH:39][CH:38]=1)[C:34](O)=[O:35])=[O:31])([CH3:28])([CH3:27])[CH3:26].C(N(CC)C(C)C)(C)C.ON1C2C=CC=CC=2N=N1. The catalyst is CN(C)C=O.O. The product is [C:25]([O:29][C:30](=[O:31])[NH:32][C@H:33]([C:37]1[CH:38]=[CH:39][C:40]([O:43][CH2:44][CH2:45][O:46][C:47]([CH3:50])([CH3:49])[CH3:48])=[CH:41][CH:42]=1)[C:34](=[O:35])[NH:24][C@H:15]([C:4]1[NH:5][C:6]([C:7]2[CH:12]=[CH:11][C:10]([I:13])=[CH:9][C:8]=2[F:14])=[C:2]([Cl:1])[N:3]=1)[C@H:16]([C:18]1[CH:19]=[CH:20][CH:21]=[CH:22][CH:23]=1)[CH3:17])([CH3:27])([CH3:28])[CH3:26]. The yield is 0.450. (3) The reactants are [CH3:1][N:2]([CH3:11])[C:3]1[CH:10]=[CH:9][C:6]([CH:7]=[O:8])=[CH:5][CH:4]=1.[Br-:12].[Br-].[Br-].[NH+]1C=CC=CC=1.[NH+]1C=CC=CC=1.[NH+]1C=CC=CC=1. The yield is 0.920. The product is [Br:12][C:4]1[CH:5]=[C:6]([CH:9]=[CH:10][C:3]=1[N:2]([CH3:11])[CH3:1])[CH:7]=[O:8]. The catalyst is ClCCl. (4) The reactants are [F:1][C:2]1[CH:7]=[CH:6][C:5]([C:8]2[CH:13]=[C:12]([CH:14]([CH3:16])[CH3:15])[N:11]=[C:10]([OH:17])[N:9]=2)=[CH:4][CH:3]=1.CN(C=O)C.[Br:23]N1C(=O)CCC1=O. The catalyst is O. The product is [Br:23][C:13]1[C:8]([C:5]2[CH:4]=[CH:3][C:2]([F:1])=[CH:7][CH:6]=2)=[N:9][C:10]([OH:17])=[N:11][C:12]=1[CH:14]([CH3:15])[CH3:16]. The yield is 0.970. (5) The reactants are [S:1]1[C:5]2[CH:6]=[CH:7][CH:8]=[CH:9][C:4]=2[N:3]=[C:2]1[O:10][C:11]1[CH:12]=[C:13]([CH:15]=[CH:16][CH:17]=1)[NH2:14].[NH2:18][C:19]1[NH:23][N:22]=[C:21]([C:24]([CH3:27])([CH3:26])[CH3:25])[CH:20]=1.[OH2:28].[C:29]1(C)C=CC=CC=1. No catalyst specified. The product is [C:24]([C:21]1[CH:20]=[C:19]([NH:18][C:29]([NH:14][C:13]2[CH:15]=[CH:16][CH:17]=[C:11]([O:10][C:2]3[S:1][C:5]4[CH:6]=[CH:7][CH:8]=[CH:9][C:4]=4[N:3]=3)[CH:12]=2)=[O:28])[NH:23][N:22]=1)([CH3:27])([CH3:26])[CH3:25]. The yield is 0.0400. (6) The reactants are [F:1][C:2]1([F:37])[CH2:5][CH:4]([CH:6]([NH:21][C:22]2[CH:23]=[N:24][C:25]([N:28]3[CH:32]=[C:31]([C:33]([F:36])([F:35])[F:34])[N:30]=[CH:29]3)=[CH:26][CH:27]=2)[C:7]2[CH:20]=[CH:19][C:10]([C:11]([NH:13][CH2:14][CH2:15][C:16]([O-:18])=[O:17])=[O:12])=[CH:9][CH:8]=2)[CH2:3]1.O.O1CCCC1.O.[OH-].[Li+]. The catalyst is CO. The product is [F:37][C:2]1([F:1])[CH2:5][CH:4]([CH:6]([NH:21][C:22]2[CH:23]=[N:24][C:25]([N:28]3[CH:32]=[C:31]([C:33]([F:34])([F:35])[F:36])[N:30]=[CH:29]3)=[CH:26][CH:27]=2)[C:7]2[CH:20]=[CH:19][C:10]([C:11]([NH:13][CH2:14][CH2:15][C:16]([OH:18])=[O:17])=[O:12])=[CH:9][CH:8]=2)[CH2:3]1. The yield is 0.700. (7) The reactants are [Cl:1][C:2]1[CH:7]=[CH:6][C:5]([C:8]2[N:9]([C:23]3[CH:28]=[CH:27][CH:26]=[CH:25][C:24]=3[F:29])[C:10]([CH2:16][NH:17][CH:18]3[CH2:22][CH2:21][CH2:20][CH2:19]3)=[C:11]([C:13](O)=[O:14])[N:12]=2)=[CH:4][CH:3]=1.C(Cl)CCl.C1C=NC2N(O)N=NC=2C=1.C(N(CC)CC)C. The catalyst is C(Cl)Cl. The product is [Cl:1][C:2]1[CH:7]=[CH:6][C:5]([C:8]2[N:9]([C:23]3[CH:28]=[CH:27][CH:26]=[CH:25][C:24]=3[F:29])[C:10]3[CH2:16][N:17]([CH:18]4[CH2:19][CH2:20][CH2:21][CH2:22]4)[C:13](=[O:14])[C:11]=3[N:12]=2)=[CH:4][CH:3]=1. The yield is 0.730. (8) The reactants are [F:1][C:2]([F:24])([F:23])[S:3](NCCC1SC(C2C=CC([N+]([O-])=O)=CC=2)=CN=1)(=[O:5])=[O:4].Cl.[N+:26]([C:29]1[CH:34]=[CH:33][C:32]([C:35]2[S:39][C:38]([C:40]([NH2:43])([CH3:42])[CH3:41])=[N:37][CH:36]=2)=[CH:31][CH:30]=1)([O-:28])=[O:27].S(OS(C(F)(F)F)(=O)=O)(C(F)(F)F)(=O)=O. No catalyst specified. The product is [F:1][C:2]([F:24])([F:23])[S:3]([NH:43][C:40]([C:38]1[S:39][C:35]([C:32]2[CH:31]=[CH:30][C:29]([N+:26]([O-:28])=[O:27])=[CH:34][CH:33]=2)=[CH:36][N:37]=1)([CH3:41])[CH3:42])(=[O:5])=[O:4]. The yield is 0.890.